This data is from Reaction yield outcomes from USPTO patents with 853,638 reactions. The task is: Predict the reaction yield, written as a fraction of the theoretical maximum amount of product (1.0 means a 100% yield; for example, 0.34 means a 34% yield). (1) The reactants are CS([O:5][C:6]1[C:15](=[O:16])[N:14]2[C:9]([C:10]3([CH2:20][CH2:19][CH2:18][CH2:17]3)[O:11][CH2:12][CH2:13]2)=[N:8][C:7]=1[C:21]([O:23][CH2:24][CH3:25])=[O:22])(=O)=O.CC[O-].[Na+].CCO. The catalyst is C1COCC1. The product is [OH:5][C:6]1[C:15](=[O:16])[N:14]2[C:9]([C:10]3([CH2:20][CH2:19][CH2:18][CH2:17]3)[O:11][CH2:12][CH2:13]2)=[N:8][C:7]=1[C:21]([O:23][CH2:24][CH3:25])=[O:22]. The yield is 0.860. (2) The product is [Br:1][C:2]1[C:3]([O:16][CH2:15][CH2:14][N:13]([CH3:17])[CH3:12])=[N:4][CH:5]=[C:6]([N+:8]([O-:10])=[O:9])[CH:7]=1. The reactants are [Br:1][C:2]1[C:3](Cl)=[N:4][CH:5]=[C:6]([N+:8]([O-:10])=[O:9])[CH:7]=1.[CH3:12][N:13]([CH3:17])[CH2:14][CH2:15][OH:16].C(=O)([O-])[O-].[K+].[K+]. The yield is 0.880. The catalyst is CN(C=O)C.C(OCC)(=O)C. (3) The reactants are [Na].C(O)C.C(O[C:8]([C:10]1[CH:15]=[CH:14][CH:13]=[C:12]([CH3:16])[N:11]=1)=[O:9])C.[C:17](#[N:19])[CH3:18]. The catalyst is ClCCl.C(O)(=O)C.CCCCCCC.C1(C)C=CC=CC=1. The product is [CH3:16][C:12]1[N:11]=[C:10]([C:8](=[O:9])[CH2:18][C:17]#[N:19])[CH:15]=[CH:14][CH:13]=1. The yield is 0.920.